This data is from Full USPTO retrosynthesis dataset with 1.9M reactions from patents (1976-2016). The task is: Predict the reactants needed to synthesize the given product. (1) Given the product [CH2:3]([O:18][CH2:17][CH2:16][O:15][CH2:14][CH2:13][O:12][CH2:8][CH2:9][CH2:10][CH3:11])[CH2:4][CH2:5][CH3:6], predict the reactants needed to synthesize it. The reactants are: [H-].[Na+].[CH2:3](Br)[CH2:4][CH2:5][CH3:6].[CH2:8]([O:12][CH2:13][CH2:14][O:15][CH2:16][CH2:17][OH:18])[CH2:9][CH2:10][CH3:11]. (2) The reactants are: [C:1]([C:3]1[C:4]([C:9]2[CH:14]=[CH:13][CH:12]=[CH:11][CH:10]=2)=[N:5][O:6][C:7]=1[CH3:8])#[CH:2].I[C:16]1[NH:17][CH:18]=[CH:19][N:20]=1. Given the product [NH:17]1[CH:18]=[CH:19][N:20]=[C:16]1[C:2]#[C:1][C:3]1[C:4]([C:9]2[CH:14]=[CH:13][CH:12]=[CH:11][CH:10]=2)=[N:5][O:6][C:7]=1[CH3:8], predict the reactants needed to synthesize it. (3) Given the product [C:53]([O:56][CH:11]1[O:14][C@@H:15]([CH2:26][O:27][C:28](=[O:35])[C:29]2[CH:34]=[CH:33][CH:32]=[CH:31][CH:30]=2)[C@H:16]([O:17][C:18](=[O:25])[C:19]2[CH:24]=[CH:23][CH:22]=[CH:21][CH:20]=2)[C@@H:10]1[O:9][C:1](=[O:8])[C:2]1[CH:3]=[CH:4][CH:5]=[CH:6][CH:7]=1)(=[O:55])[CH3:54], predict the reactants needed to synthesize it. The reactants are: [C:1]([O:9][C@H:10]1[C@@H:16]([O:17][C:18](=[O:25])[C:19]2[CH:24]=[CH:23][CH:22]=[CH:21][CH:20]=2)[C@H:15]([CH2:26][O:27][C:28](=[O:35])[C:29]2[CH:34]=[CH:33][CH:32]=[CH:31][CH:30]=2)[O:14][CH:11]1OC)(=[O:8])[C:2]1[CH:7]=[CH:6][CH:5]=[CH:4][CH:3]=1.O=C[C@H]([C@H]([C@H](CO)O)O)O.C(OC(=O)C)(=O)C.[C:53]([OH:56])(=[O:55])[CH3:54].S(=O)(=O)(O)O. (4) The reactants are: [F:1][C:2]1[CH:7]=[CH:6][C:5]([O:8][CH3:9])=[CH:4][C:3]=1[C:10]1[CH:15]=[CH:14][C:13]([C:16]([OH:18])=[O:17])=[CH:12][C:11]=1[N:19]1[CH2:24][CH2:23][CH2:22][CH2:21][C:20]1=O.O. Given the product [F:1][C:2]1[CH:7]=[CH:6][C:5]([O:8][CH3:9])=[CH:4][C:3]=1[C:10]1[CH:15]=[CH:14][C:13]([C:16]([OH:18])=[O:17])=[CH:12][C:11]=1[N:19]1[CH2:24][CH2:23][CH2:22][CH2:21][CH2:20]1, predict the reactants needed to synthesize it. (5) Given the product [Cl:17][C:18]1[C:19]2[N:24]=[C:25]([CH:26]([CH3:27])[CH3:28])[NH:29][C:20]=2[CH:21]=[CH:22][CH:23]=1, predict the reactants needed to synthesize it. The reactants are: I(C1C=CC=C(CC([O-])=O)C=1CC([O-])=O)=O.[Cl:17][C:18]1[CH:23]=[CH:22][CH:21]=[CH:20][C:19]=1[NH:24][C:25](=[NH:29])[CH:26]([CH3:28])[CH3:27].